Dataset: Full USPTO retrosynthesis dataset with 1.9M reactions from patents (1976-2016). Task: Predict the reactants needed to synthesize the given product. (1) Given the product [Si:5]([O:32][C@@H:28]([CH2:29][O:30][CH3:31])[CH2:27][O:26][C:17]1[C:16]([CH3:33])=[C:15]([NH2:14])[N:19]([C:20]2[CH:25]=[CH:24][CH:23]=[CH:22][CH:21]=2)[N:18]=1)([C:2]([CH3:4])([CH3:3])[CH3:1])([CH3:7])[CH3:6], predict the reactants needed to synthesize it. The reactants are: [CH3:1][C:2]([Si:5](Cl)([CH3:7])[CH3:6])([CH3:4])[CH3:3].N1C=CN=C1.[NH2:14][C:15]1[N:19]([C:20]2[CH:25]=[CH:24][CH:23]=[CH:22][CH:21]=2)[N:18]=[C:17]([O:26][CH2:27][C@@H:28]([OH:32])[CH2:29][O:30][CH3:31])[C:16]=1[CH3:33].O. (2) Given the product [Cl:19][C:20]1[CH:25]=[C:24]([Cl:26])[CH:23]=[CH:22][C:21]=1[C:7]1[CH:15]=[CH:14][CH:13]=[C:12]2[C:8]=1[C:9](=[O:16])[CH2:10][CH2:11]2, predict the reactants needed to synthesize it. The reactants are: FC(F)(F)S(O[C:7]1[CH:15]=[CH:14][CH:13]=[C:12]2[C:8]=1[C:9](=[O:16])[CH2:10][CH2:11]2)(=O)=O.[Cl:19][C:20]1[CH:25]=[C:24]([Cl:26])[CH:23]=[CH:22][C:21]=1B(O)O.C(=O)([O-])[O-].[K+].[K+]. (3) Given the product [CH2:12]([C:11]1[NH:10][C:1](=[O:9])[C:2]2[C:3](=[CH:5][CH:6]=[CH:7][CH:8]=2)[N:4]=1)[CH2:13][CH2:14][CH3:15], predict the reactants needed to synthesize it. The reactants are: [C:1]([NH2:10])(=[O:9])[C:2]1[C:3](=[CH:5][CH:6]=[CH:7][CH:8]=1)[NH2:4].[CH:11](=O)[CH2:12][CH2:13][CH2:14][CH3:15].[O-]S([O-])(=S)=O.[Na+].[Na+].O. (4) The reactants are: [CH:1](=O)[CH3:2].[Br:4][C:5]1[C:14]([NH:15][CH:16]2[CH2:21][CH2:20][O:19][CH2:18][CH2:17]2)=[CH:13][C:12]([Cl:22])=[CH:11][C:6]=1[C:7]([O:9][CH3:10])=[O:8].[Na].CC(O)=O.C([O-])(O)=O.[Na+]. Given the product [Br:4][C:5]1[C:14]([N:15]([CH2:1][CH3:2])[CH:16]2[CH2:17][CH2:18][O:19][CH2:20][CH2:21]2)=[CH:13][C:12]([Cl:22])=[CH:11][C:6]=1[C:7]([O:9][CH3:10])=[O:8], predict the reactants needed to synthesize it.